From a dataset of Full USPTO retrosynthesis dataset with 1.9M reactions from patents (1976-2016). Predict the reactants needed to synthesize the given product. Given the product [NH2:15][CH:6]([C:5]1[CH:8]=[CH:9][CH:10]=[C:3]([O:2][CH3:1])[CH:4]=1)[CH2:12][C:11]([OH:14])=[O:13], predict the reactants needed to synthesize it. The reactants are: [CH3:1][O:2][C:3]1[CH:4]=[C:5]([CH:8]=[CH:9][CH:10]=1)[CH:6]=O.[C:11]([O-:14])(=[O:13])[CH3:12].[NH4+:15].C(O)(=O)CC(O)=O.